From a dataset of Full USPTO retrosynthesis dataset with 1.9M reactions from patents (1976-2016). Predict the reactants needed to synthesize the given product. (1) Given the product [CH3:21][C:16]1([CH3:22])[C:17]([CH3:20])([CH3:19])[O:18][B:14]([C:2]2[CH:3]=[C:4]([N:8]3[CH2:13][CH2:12][O:11][CH2:10][CH2:9]3)[CH:5]=[N:6][CH:7]=2)[O:15]1, predict the reactants needed to synthesize it. The reactants are: Br[C:2]1[CH:3]=[C:4]([N:8]2[CH2:13][CH2:12][O:11][CH2:10][CH2:9]2)[CH:5]=[N:6][CH:7]=1.[B:14]1([B:14]2[O:18][C:17]([CH3:20])([CH3:19])[C:16]([CH3:22])([CH3:21])[O:15]2)[O:18][C:17]([CH3:20])([CH3:19])[C:16]([CH3:22])([CH3:21])[O:15]1.C(Cl)Cl.C([O-])(=O)C.[K+]. (2) Given the product [CH3:1][C:2](=[CH:30][C:31]1[CH:32]=[CH:33][CH:34]=[CH:35][CH:36]=1)[C:3]([N:5]1[C@@H:9]([C:10]2[CH:11]=[CH:12][CH:13]=[CH:14][CH:15]=2)[C@H:8]([C:16]([OH:18])=[O:17])[O:7][CH:6]1[C:20]1[CH:25]=[CH:24][C:23]([O:26][CH3:27])=[C:22]([O:28][CH3:29])[CH:21]=1)=[O:4], predict the reactants needed to synthesize it. The reactants are: [CH3:1][C:2](=[CH:30][C:31]1[CH:36]=[CH:35][CH:34]=[CH:33][CH:32]=1)[C:3]([N:5]1[C@@H:9]([C:10]2[CH:15]=[CH:14][CH:13]=[CH:12][CH:11]=2)[C@H:8]([C:16]([O:18]C)=[O:17])[O:7][CH:6]1[C:20]1[CH:25]=[CH:24][C:23]([O:26][CH3:27])=[C:22]([O:28][CH3:29])[CH:21]=1)=[O:4].[Li+].[OH-].Cl. (3) Given the product [CH2:6]([O:13][C:14](=[O:15])[NH:16][C@H:17]1[CH2:18][CH2:19][C@H:20]([C:23](=[O:25])[N:3]([O:4][CH3:5])[CH3:2])[CH2:21][CH2:22]1)[C:7]1[CH:8]=[CH:9][CH:10]=[CH:11][CH:12]=1, predict the reactants needed to synthesize it. The reactants are: Cl.[CH3:2][NH:3][O:4][CH3:5].[CH2:6]([O:13][C:14]([NH:16][C@H:17]1[CH2:22][CH2:21][C@H:20]([C:23]([OH:25])=O)[CH2:19][CH2:18]1)=[O:15])[C:7]1[CH:12]=[CH:11][CH:10]=[CH:9][CH:8]=1.F[P-](F)(F)(F)(F)F.N1(OC(N(C)C)=[N+](C)C)C2N=CC=CC=2N=N1.C(=O)([O-])O.[Na+]. (4) Given the product [CH3:1][O:2][C:3](=[O:10])[CH2:4][CH:5]([CH3:9])[CH2:6][CH:7]=[O:8], predict the reactants needed to synthesize it. The reactants are: [CH3:1][O:2][C:3](=[O:10])[CH2:4][CH:5]([CH3:9])[CH2:6][CH2:7][OH:8].CC(OI1(OC(C)=O)(OC(C)=O)OC(=O)C2C=CC=CC1=2)=O. (5) Given the product [C:25]([N:9]1[C:7]2[N:8]=[C:3]([N:2]([CH3:17])[CH3:1])[N:4]=[C:5]([C:12]3[O:13][CH:14]=[CH:15][CH:16]=3)[C:6]=2[CH:11]=[CH:10]1)(=[O:32])[C:26]1[CH:31]=[CH:30][CH:29]=[CH:28][CH:27]=1, predict the reactants needed to synthesize it. The reactants are: [CH3:1][N:2]([CH3:17])[C:3]1[NH:8][C:7]2=[N:9][CH:10]=[CH:11][C:6]2=[C:5]([C:12]2[O:13][CH:14]=[CH:15][CH:16]=2)[N:4]=1.CCN(CC)CC.[C:25](Cl)(=[O:32])[C:26]1[CH:31]=[CH:30][CH:29]=[CH:28][CH:27]=1. (6) The reactants are: O.[NH2:2][NH2:3].N1(CCCCN2C(=O)C3C(=CC=CC=3)C2=O)[CH2:9][CH2:8][CH2:7][CH2:6][CH2:5]1. Given the product [CH3:5][CH2:6][CH2:7][CH2:8][NH:2][N:3]1[CH2:9][CH2:8][CH2:7][CH2:6][CH2:5]1, predict the reactants needed to synthesize it. (7) Given the product [Br:1][C:2]1[CH:7]=[CH:6][C:5]([S:8][C:13]2[CH:12]=[CH:11][C:10]([F:9])=[CH:15][C:14]=2[F:16])=[CH:4][CH:3]=1, predict the reactants needed to synthesize it. The reactants are: [Br:1][C:2]1[CH:7]=[CH:6][C:5]([SH:8])=[CH:4][CH:3]=1.[F:9][C:10]1[CH:15]=[C:14]([F:16])[CH:13]=[CH:12][C:11]=1I.CC(CCC)C(=O)C(=O)C(C)(C)C.C(=O)([O-])[O-].[Cs+].[Cs+]. (8) Given the product [CH2:1]([CH:3]1[N:12]2[C:7](=[CH:8][C:9](=[O:18])[C:10]([C:13]([OH:15])=[O:14])=[CH:11]2)[C:6]2[CH:19]=[C:20]([O:27][CH3:28])[C:21]([O:23][CH2:24][C:25]#[CH:26])=[CH:22][C:5]=2[CH2:4]1)[CH3:2], predict the reactants needed to synthesize it. The reactants are: [CH2:1]([CH:3]1[N:12]2[C:7](=[CH:8][C:9](=[O:18])[C:10]([C:13]([O:15]CC)=[O:14])=[CH:11]2)[C:6]2[CH:19]=[C:20]([O:27][CH3:28])[C:21]([O:23][CH2:24][C:25]#[CH:26])=[CH:22][C:5]=2[CH2:4]1)[CH3:2].[OH-].[Na+].Cl. (9) Given the product [C:1]([O:5][C:6]([N:8]1[CH2:13][CH2:12][CH:11]([N:14]2[C:15]3=[N:16][C:17]([N:24]([CH3:26])[CH3:25])=[CH:18][CH:19]=[C:20]3[N:21]([CH3:31])[C:27]2=[O:29])[CH2:10][CH2:9]1)=[O:7])([CH3:4])([CH3:3])[CH3:2], predict the reactants needed to synthesize it. The reactants are: [C:1]([O:5][C:6]([N:8]1[CH2:13][CH2:12][CH:11]([NH:14][C:15]2[C:20]([N+:21]([O-])=O)=[CH:19][CH:18]=[C:17]([N:24]([CH3:26])[CH3:25])[N:16]=2)[CH2:10][CH2:9]1)=[O:7])([CH3:4])([CH3:3])[CH3:2].[CH:27]([O-:29])=O.[NH4+].[CH3:31][Si]([N-][Si](C)(C)C)(C)C.[K+].IC. (10) Given the product [CH2:2]([O:4][C:5]1[CH:26]=[CH:25][CH:24]=[CH:23][C:6]=1[C:7]1[NH:17][C:15](=[O:16])[C:14]2[N:13]([CH2:18][CH3:19])[N:12]=[C:11]([CH2:20][CH2:21][CH3:22])[C:10]=2[N:9]=1)[CH3:3], predict the reactants needed to synthesize it. The reactants are: [Na].[CH2:2]([O:4][C:5]1[CH:26]=[CH:25][CH:24]=[CH:23][C:6]=1[C:7]([NH:9][C:10]1[C:11]([CH2:20][CH2:21][CH3:22])=[N:12][N:13]([CH2:18][CH3:19])[C:14]=1[C:15]([NH2:17])=[O:16])=O)[CH3:3].